From a dataset of Full USPTO retrosynthesis dataset with 1.9M reactions from patents (1976-2016). Predict the reactants needed to synthesize the given product. (1) The reactants are: [C:1]1([CH2:7][N:8]2[CH2:13][CH2:12][CH:11]([NH2:14])[CH2:10][CH2:9]2)[CH2:6][CH2:5][CH2:4][CH2:3][CH:2]=1.C(N(CC)CC)C.C1CN([P+](ON2N=NC3C=CC=CC2=3)(N2CCCC2)N2CCCC2)CC1.F[P-](F)(F)(F)(F)F.[C:55]([O:59][C:60](=[O:71])[CH2:61][C@@:62]1([C:68]([OH:70])=O)[C@H:66]([CH3:67])[CH2:65][NH:64][CH2:63]1)([CH3:58])([CH3:57])[CH3:56].Br[CH2:73][C:74]1[C:79]([C:80]([F:83])([F:82])[F:81])=[CH:78][CH:77]=[CH:76][C:75]=1[Cl:84].C(=O)([O-])[O-].[K+].[K+]. Given the product [Cl:84][C:75]1[CH:76]=[CH:77][CH:78]=[C:79]([C:80]([F:81])([F:82])[F:83])[C:74]=1[CH2:73][N:64]1[CH2:65][C@@H:66]([CH3:67])[C@@:62]([CH2:61][C:60]([O:59][C:55]([CH3:56])([CH3:57])[CH3:58])=[O:71])([C:68](=[O:70])[NH:14][CH:11]2[CH2:12][CH2:13][N:8]([CH2:7][C:1]3[CH2:6][CH2:5][CH2:4][CH2:3][CH:2]=3)[CH2:9][CH2:10]2)[CH2:63]1, predict the reactants needed to synthesize it. (2) Given the product [C:1]([O:5][C:6](=[O:23])[NH:7][CH:8]([C:15]1[CH:20]=[CH:19][C:18]([Cl:21])=[C:17]([Cl:22])[CH:16]=1)[C:9]([C:25]1[CH:30]=[CH:29][C:28]([C:31]([CH3:34])([CH3:33])[CH3:32])=[CH:27][CH:26]=1)=[O:14])([CH3:2])([CH3:3])[CH3:4], predict the reactants needed to synthesize it. The reactants are: [C:1]([O:5][C:6](=[O:23])[NH:7][CH:8]([C:15]1[CH:20]=[CH:19][C:18]([Cl:21])=[C:17]([Cl:22])[CH:16]=1)[C:9](=[O:14])N(OC)C)([CH3:4])([CH3:3])[CH3:2].Br[C:25]1[CH:30]=[CH:29][C:28]([C:31]([CH3:34])([CH3:33])[CH3:32])=[CH:27][CH:26]=1.